From a dataset of Experimental lipophilicity measurements (octanol/water distribution) for 4,200 compounds from AstraZeneca. Regression/Classification. Given a drug SMILES string, predict its absorption, distribution, metabolism, or excretion properties. Task type varies by dataset: regression for continuous measurements (e.g., permeability, clearance, half-life) or binary classification for categorical outcomes (e.g., BBB penetration, CYP inhibition). For this dataset (lipophilicity_astrazeneca), we predict Y. (1) The drug is COc1cnc(-c2ccccn2)nc1N(C)c1ccccc1. The Y is 2.79 logD. (2) The drug is NC(=O)c1cnc(-c2ccc(C3(N)CCC3)cc2)c(-c2ccccc2)c1. The Y is 1.30 logD. (3) The molecule is Cc1ccc(S(=O)(=O)Nc2c(C(=O)N[C@@H](C)C(C)(C)C)c(C)nn2CC(F)(F)F)cc1. The Y is 0.930 logD.